Dataset: Peptide-MHC class I binding affinity with 185,985 pairs from IEDB/IMGT. Task: Regression. Given a peptide amino acid sequence and an MHC pseudo amino acid sequence, predict their binding affinity value. This is MHC class I binding data. The peptide sequence is VTRPLRTMV. The MHC is HLA-B15:09 with pseudo-sequence HLA-B15:09. The binding affinity (normalized) is 0.0847.